This data is from Reaction yield outcomes from USPTO patents with 853,638 reactions. The task is: Predict the reaction yield, written as a fraction of the theoretical maximum amount of product (1.0 means a 100% yield; for example, 0.34 means a 34% yield). (1) The reactants are [F:1][C:2]1[CH:7]=[CH:6][C:5]([N:8]2[C:12]([CH:13]([CH3:15])[CH3:14])=[C:11]([NH2:16])[CH:10]=[N:9]2)=[CH:4][CH:3]=1.[Cl:17][C:18]1[C:19]([C:28]([F:31])([F:30])[F:29])=[N:20][N:21]([CH2:24][C:25](O)=[O:26])[C:22]=1[CH3:23].C(N(C(C)C)CC)(C)C.CN(C(ON1N=NC2C=CC=NC1=2)=[N+](C)C)C.F[P-](F)(F)(F)(F)F. The catalyst is CN(C=O)C.O. The product is [Cl:17][C:18]1[C:19]([C:28]([F:30])([F:29])[F:31])=[N:20][N:21]([CH2:24][C:25]([NH:16][C:11]2[CH:10]=[N:9][N:8]([C:5]3[CH:4]=[CH:3][C:2]([F:1])=[CH:7][CH:6]=3)[C:12]=2[CH:13]([CH3:14])[CH3:15])=[O:26])[C:22]=1[CH3:23]. The yield is 0.280. (2) The reactants are O[CH:2]([C:4]1[C:12]2[O:11][CH2:10][C@H:9]([C:13]3[CH:18]=[CH:17][C:16]([CH:19]([CH3:21])[CH3:20])=[CH:15][CH:14]=3)[C:8]=2[C:7]([CH3:22])=[C:6]([NH:23][C:24](=[O:30])[CH2:25][C:26]([CH3:29])([CH3:28])[CH3:27])[C:5]=1[CH3:31])[CH3:3]. The catalyst is [Pd].C(O)C. The product is [CH2:2]([C:4]1[C:12]2[O:11][CH2:10][C@H:9]([C:13]3[CH:18]=[CH:17][C:16]([CH:19]([CH3:20])[CH3:21])=[CH:15][CH:14]=3)[C:8]=2[C:7]([CH3:22])=[C:6]([NH:23][C:24](=[O:30])[CH2:25][C:26]([CH3:27])([CH3:29])[CH3:28])[C:5]=1[CH3:31])[CH3:3]. The yield is 0.960. (3) The reactants are FC([C:4]([O:10][C:11]([C:14]([C:17]([C:20]([C:23]([C:26](F)=[O:27])([F:25])[F:24])([F:22])[F:21])([F:19])[F:18])([F:16])[F:15])([F:13])[F:12])([C:6]([F:9])([F:8])[F:7])[F:5])=O.FC(F)(F)C1(F)[O:35]C1(F)F.FC(F)(C(F)(F)C(F)(F)C(F)(F)C(F)=O)C(F)=O.C(=O)([O-])[O-].[Na+].[Na+].C(=O)=O.S(=O)(=O)(O)O. The catalyst is COCCOCCOC.O. The product is [C:6]([CH:4]([O:10][C:11]([C:14]([C:17]([C:20]([C:23]([C:26]([OH:35])=[O:27])([F:24])[F:25])([F:21])[F:22])([F:19])[F:18])([F:15])[F:16])([F:12])[F:13])[F:5])([F:9])([F:7])[F:8]. The yield is 0.950. (4) The reactants are [Cl:1][C:2]1[CH:3]=[C:4]([NH:9][N:10]=[C:11]([C:14]#[N:15])[C:12]#[N:13])[CH:5]=[CH:6][C:7]=1[Cl:8].ClC1C=C(C=CC=1Cl)N.C(#N)CC#N.O.[NH2:31][NH2:32]. The yield is 0.390. The product is [NH2:15][C:14]1[C:11](=[N:10][NH:9][C:4]2[CH:5]=[CH:6][C:7]([Cl:8])=[C:2]([Cl:1])[CH:3]=2)[C:12]([NH2:13])=[N:32][N:31]=1. No catalyst specified. (5) The reactants are [NH2:1][C:2]1[CH:10]=[C:9]([F:11])[CH:8]=[CH:7][C:3]=1[C:4]([OH:6])=[O:5].S(Cl)(Cl)=O.[CH2:16](O)[CH3:17]. No catalyst specified. The product is [NH2:1][C:2]1[CH:10]=[C:9]([F:11])[CH:8]=[CH:7][C:3]=1[C:4]([O:6][CH2:16][CH3:17])=[O:5]. The yield is 0.940. (6) The reactants are [N+:1]([C:4]1[CH:9]=[CH:8][C:7]([CH:10]([CH2:15][C:16]([OH:18])=O)[CH2:11][C:12](O)=[O:13])=[CH:6][CH:5]=1)([O-:3])=[O:2].[NH2:19]C(N)=O. The catalyst is CCOC(C)=O. The product is [N+:1]([C:4]1[CH:9]=[CH:8][C:7]([CH:10]2[CH2:15][C:16](=[O:18])[NH:19][C:12](=[O:13])[CH2:11]2)=[CH:6][CH:5]=1)([O-:3])=[O:2]. The yield is 0.220.